This data is from Forward reaction prediction with 1.9M reactions from USPTO patents (1976-2016). The task is: Predict the product of the given reaction. (1) Given the reactants [CH3:1][O:2][C:3]1[C:12]([O:13][CH3:14])=[CH:11][C:6]2[CH:7]([C:9]#[N:10])[CH2:8][C:5]=2[CH:4]=1.N, predict the reaction product. The product is: [CH3:1][O:2][C:3]1[C:12]([O:13][CH3:14])=[CH:11][C:6]2[CH:7]([CH2:9][NH2:10])[CH2:8][C:5]=2[CH:4]=1. (2) The product is: [Cl:12][CH:13]([Cl:17])[C:14](=[O:15])[CH2:5][C:6](=[O:11])[CH:7]([Cl:3])[Cl:1]. Given the reactants [Cl-:1].[Al+3].[Cl-:3].[Cl-].[CH3:5][C:6](=[O:11])[CH2:7]C(=O)C.[Cl:12][CH:13]([Cl:17])[C:14](Cl)=[O:15], predict the reaction product. (3) Given the reactants [C:1]([C:5]1[C:6]([OH:15])=[C:7]([C:11]([CH3:14])=[CH:12][CH:13]=1)[C:8]([OH:10])=O)([CH3:4])([CH3:3])[CH3:2].[Cl:16][C:17]1[CH:23]=[C:22]([S:24]([C:27]([F:30])([F:29])[F:28])(=[O:26])=[O:25])[CH:21]=[CH:20][C:18]=1[NH2:19], predict the reaction product. The product is: [C:1]([C:5]1[C:6]([OH:15])=[C:7]([C:11]([CH3:14])=[CH:12][CH:13]=1)[C:8]([NH:19][C:18]1[CH:20]=[CH:21][C:22]([S:24]([C:27]([F:30])([F:28])[F:29])(=[O:26])=[O:25])=[CH:23][C:17]=1[Cl:16])=[O:10])([CH3:2])([CH3:3])[CH3:4]. (4) Given the reactants S(=O)(=O)(O)O.[F:6][C:7]1[C:12]([F:13])=[CH:11][CH:10]=[CH:9][C:8]=1[C@H:14]1[CH2:20][N:19]2[C:21]([C:24]([O:27]C)([CH3:26])[CH3:25])=[CH:22][N:23]=[C:18]2[C@H:17]([NH:29]C(=O)OC(C)(C)C)[CH2:16][CH2:15]1, predict the reaction product. The product is: [NH2:29][C@@H:17]1[CH2:16][CH2:15][C@@H:14]([C:8]2[CH:9]=[CH:10][CH:11]=[C:12]([F:13])[C:7]=2[F:6])[CH2:20][N:19]2[C:21]([C:24]([OH:27])([CH3:25])[CH3:26])=[CH:22][N:23]=[C:18]12. (5) Given the reactants [CH2:1]([N:3]([CH2:6]C)[CH2:4][CH3:5])C.Cl.[CH:9]1[C:18]2[C:13](=[CH:14][CH:15]=[CH:16][CH:17]=2)[CH:12]=[CH:11][C:10]=1[CH:19]([O:24][C:25]1[CH:30]=[CH:29][CH:28]=[CH:27][CH:26]=1)C1CNC1.C=O.C(O)(=O)C.[BH4-].C(O)(=O)C.[Na+].[OH-].[Na+], predict the reaction product. The product is: [CH3:6][N:3]1[CH2:1][CH:5]([CH:19]([C:10]2[CH:11]=[CH:12][C:13]3[C:18](=[CH:17][CH:16]=[CH:15][CH:14]=3)[CH:9]=2)[O:24][C:25]2[CH:26]=[CH:27][CH:28]=[CH:29][CH:30]=2)[CH2:4]1. (6) Given the reactants O1C2C(=CC=CC=2)C=CC1=O.C(N(CC)CC)C.[OH:19][C:20]1[CH:29]=[C:28]2[C:23]([C:24]([CH3:31])=[CH:25][C:26](=[O:30])[O:27]2)=[CH:22][CH:21]=1.[C:32](Cl)(=[O:39])[C:33]1[CH:38]=[CH:37][CH:36]=[CH:35][CH:34]=1, predict the reaction product. The product is: [C:32]([O:19][C:20]1[CH:29]=[C:28]2[C:23]([C:24]([CH3:31])=[CH:25][C:26](=[O:30])[O:27]2)=[CH:22][CH:21]=1)(=[O:39])[C:33]1[CH:38]=[CH:37][CH:36]=[CH:35][CH:34]=1. (7) The product is: [CH3:1][C:2]1[O:6][C:5]([C:7]2[CH:12]=[CH:11][CH:10]=[CH:9][CH:8]=2)=[N:4][C:3]=1[CH2:13][CH2:14][NH2:15]. Given the reactants [CH3:1][C:2]1[O:6][C:5]([C:7]2[CH:12]=[CH:11][CH:10]=[CH:9][CH:8]=2)=[N:4][C:3]=1[CH2:13][C:14]#[N:15].[H][H], predict the reaction product. (8) Given the reactants [CH3:1][O:2][C:3]1[CH:19]=[CH:18][CH:17]=[CH:16][C:4]=1[O:5][CH2:6][CH:7]([OH:15])[CH2:8][N:9]1[CH2:14][CH2:13][NH:12][CH2:11][CH2:10]1.[CH3:20][O:21][C:22]1[CH:32]=[CH:31][CH:30]=[CH:29][C:23]=1[O:24][CH2:25][CH:26]1[CH2:28][O:27]1, predict the reaction product. The product is: [OH:15][CH:7]([CH2:6][O:5][C:4]1[CH:16]=[CH:17][CH:18]=[CH:19][C:3]=1[O:2][CH3:1])[CH2:8][N:9]1[CH2:14][CH2:13][N:12]([CH2:28][CH:26]([OH:27])[CH2:25][O:24][C:23]2[CH:29]=[CH:30][CH:31]=[CH:32][C:22]=2[O:21][CH3:20])[CH2:11][CH2:10]1. (9) Given the reactants Br[C:2]1[S:6][C:5]([NH:7][C:8]2[CH:9]=[C:10]([NH:14][S:15]([CH3:18])(=[O:17])=[O:16])[CH:11]=[CH:12][CH:13]=2)=[N:4][CH:3]=1.CC1(C)C(C)(C)OB([C:27]2[CH:34]=[CH:33][C:30]([C:31]#[N:32])=[CH:29][CH:28]=2)O1.[Cl-].[Li+].C([O-])([O-])=O.[Na+].[Na+], predict the reaction product. The product is: [C:31]([C:30]1[CH:33]=[CH:34][C:27]([C:2]2[S:6][C:5]([NH:7][C:8]3[CH:9]=[C:10]([NH:14][S:15]([CH3:18])(=[O:17])=[O:16])[CH:11]=[CH:12][CH:13]=3)=[N:4][CH:3]=2)=[CH:28][CH:29]=1)#[N:32].